Predict the reaction yield, written as a fraction of the theoretical maximum amount of product (1.0 means a 100% yield; for example, 0.34 means a 34% yield). From a dataset of Reaction yield outcomes from USPTO patents with 853,638 reactions. (1) The reactants are Cl[C:2]1[CH:7]=[CH:6][CH:5]=[CH:4][N:3]=1.[N+:8]([C:11]1[CH:16]=[CH:15][C:14](B(O)O)=[CH:13][CH:12]=1)([O-])=O.C([O-])([O-])=O.[Cs+].[Cs+].C1(P(C2C=CC=CC=2)C2C=CC=CC=2)C=CC=CC=1.[H][H].C(N(CC)CC)C.[CH3:54][C:55]([O:58][C:59](O[C:59]([O:58][C:55]([CH3:57])([CH3:56])[CH3:54])=[O:60])=[O:60])([CH3:57])[CH3:56]. The catalyst is Cl.CO.CC([O-])=O.CC([O-])=O.[Pd+2].O=[Pt]=O.CN(C=O)C. The product is [NH2:8][C:11]1[CH:16]=[CH:15][C:14]([CH:2]2[CH2:7][CH2:6][CH2:5][CH2:4][N:3]2[C:59]([O:58][C:55]([CH3:57])([CH3:56])[CH3:54])=[O:60])=[CH:13][CH:12]=1. The yield is 0.0800. (2) The reactants are [Cl:1][C:2]1[CH:3]=[C:4]([C:9]2[N:10]([C:18]3[CH:23]=[CH:22][C:21]([S:24](C)(=[O:26])=[O:25])=[CH:20][CH:19]=3)[CH:11]=[C:12]([C:14]([F:17])([F:16])[F:15])[N:13]=2)[CH:5]=[CH:6][C:7]=1[CH3:8].C([Mg]Cl)CCC.C(B(CC)CC)C.C([O-])(=O)C.[Na+].[NH2:46]OS(O)(=O)=O. The catalyst is O1CCCC1.O. The product is [Cl:1][C:2]1[CH:3]=[C:4]([C:9]2[N:10]([C:18]3[CH:23]=[CH:22][C:21]([S:24]([NH2:46])(=[O:26])=[O:25])=[CH:20][CH:19]=3)[CH:11]=[C:12]([C:14]([F:17])([F:16])[F:15])[N:13]=2)[CH:5]=[CH:6][C:7]=1[CH3:8]. The yield is 0.360. (3) No catalyst specified. The product is [Cl:1][C:2]1[CH:7]=[CH:6][C:5]([CH:8]2[C:17]3[CH:16]=[C:15]([C:18]4[CH:19]=[CH:20][N:21]=[CH:22][CH:23]=4)[S:14][C:13]=3[CH2:12][CH2:11][CH2:10][CH2:9]2)=[CH:4][CH:3]=1. The yield is 0.950. The reactants are [Cl:1][C:2]1[CH:7]=[CH:6][C:5]([C:8]2(O)[C:17]3[CH:16]=[C:15]([C:18]4[CH:23]=[CH:22][N:21]=[CH:20][CH:19]=4)[S:14][C:13]=3[CH2:12][CH2:11][CH2:10][CH2:9]2)=[CH:4][CH:3]=1.ClCCCl.C([SiH](CC)CC)C.FC(F)(F)S(O)(=O)=O.C([O-])(O)=O.[Na+].